This data is from Catalyst prediction with 721,799 reactions and 888 catalyst types from USPTO. The task is: Predict which catalyst facilitates the given reaction. (1) Reactant: [F:1][C:2]1[CH:3]=[N:4][CH:5]=[CH:6][C:7]=1[C:8]1[CH:9]=[C:10]2[N:22]=[C:21](S(C)(=O)=O)[NH:20][C:11]2=[N:12][C:13]=1[C:14]1[CH:15]=[N:16][CH:17]=[CH:18][CH:19]=1.[NH:27]1[CH2:32][CH2:31][O:30][CH2:29][CH2:28]1. Product: [F:1][C:2]1[CH:3]=[N:4][CH:5]=[CH:6][C:7]=1[C:8]1[CH:9]=[C:10]2[N:22]=[C:21]([N:27]3[CH2:32][CH2:31][O:30][CH2:29][CH2:28]3)[NH:20][C:11]2=[N:12][C:13]=1[C:14]1[CH:15]=[N:16][CH:17]=[CH:18][CH:19]=1. The catalyst class is: 12. (2) Reactant: C(NC(C)C)(C)C.C([Li])CCC.[CH:13]1([C:18]([O:20][CH3:21])=[O:19])[CH2:17][CH2:16][CH2:15][CH2:14]1.[Br:22][CH2:23][CH2:24][CH2:25][CH2:26]Br.[Cl-].[NH4+]. Product: [CH3:21][O:20][C:18]([C:13]1([CH2:26][CH2:25][CH2:24][CH2:23][Br:22])[CH2:17][CH2:16][CH2:15][CH2:14]1)=[O:19]. The catalyst class is: 1. (3) Reactant: [C:1]([N:9]1[CH2:14][CH2:13][N:12]([C:15](=[O:36])[C:16]([C:18]2[C:26]3[C:21](=[C:22]([CH:29]4[CH:33]=[CH:32][C:31](=[C:34]=[O:35])[O:30]4)[N:23]=[CH:24][C:25]=3[O:27][CH3:28])[NH:20][CH:19]=2)=[O:17])[CH2:11][CH2:10]1)(=[O:8])[C:2]1[CH:7]=[CH:6][CH:5]=[CH:4][CH:3]=1.[O-:37]Cl=O.[Na+].CC#N. Product: [C:1]([N:9]1[CH2:10][CH2:11][N:12]([C:15](=[O:36])[C:16]([C:18]2[C:26]3[C:21](=[C:22]([C:29]4[O:30][C:31]([C:34]([OH:37])=[O:35])=[CH:32][CH:33]=4)[N:23]=[CH:24][C:25]=3[O:27][CH3:28])[NH:20][CH:19]=2)=[O:17])[CH2:13][CH2:14]1)(=[O:8])[C:2]1[CH:7]=[CH:6][CH:5]=[CH:4][CH:3]=1. The catalyst class is: 6. (4) Reactant: [C:1]([O:5][C:6]([NH:8][CH:9]([CH2:38][C:39]1[CH:44]=[CH:43][C:42]([F:45])=[CH:41][CH:40]=1)[C:10]([N:12]1[CH2:17][CH2:16][N:15]([CH:18]([CH2:22]C2C=CC3C(=CC=CC=3)C=2)[C:19]([OH:21])=O)[C:14](=[O:33])[CH:13]1[CH2:34][CH:35]1[CH2:37][CH2:36]1)=[O:11])=[O:7])([CH3:4])([CH3:3])[CH3:2].[CH3:46]N.ON1[C:53]2[CH:54]=[CH:55][CH:56]=[CH:57][C:52]=2N=N1.C[N:59]1[CH2:64]COCC1.CN(C)[CH2:67][CH2:68][CH2:69]N=C=NCC. Product: [C:1]([O:5][C:6](=[O:7])[NH:8][CH:9]([CH2:38][C:39]1[CH:44]=[CH:43][C:42]([F:45])=[CH:41][CH:40]=1)[C:10]([N:12]1[CH2:17][CH2:16][N:15]([CH:18]([C:19](=[O:21])[NH:59][CH3:64])[CH2:22][C:56]2[CH:55]=[CH:54][C:53]3[C:52](=[CH:46][CH:69]=[CH:68][CH:67]=3)[CH:57]=2)[C:14](=[O:33])[CH:13]1[CH2:34][CH:35]1[CH2:37][CH2:36]1)=[O:11])([CH3:3])([CH3:2])[CH3:4]. The catalyst class is: 3. (5) Reactant: Cl.Cl.[CH2:3]([N:7]1[CH2:12][CH2:11][NH:10][CH2:9][CH2:8]1)[CH2:4][C:5]#[CH:6]. Product: [CH2:3]([N:7]1[CH2:12][CH2:11][NH:10][CH2:9][CH2:8]1)[CH2:4][C:5]#[CH:6]. The catalyst class is: 34. (6) Reactant: [NH2:1][C:2]1[CH:3]=[C:4]([S:10]([N:13]([CH2:16][CH3:17])[CH2:14][CH3:15])(=[O:12])=[O:11])[CH:5]=[CH:6][C:7]=1[O:8]C.B(Br)(Br)Br.O. Product: [NH2:1][C:2]1[CH:3]=[C:4]([S:10]([N:13]([CH2:16][CH3:17])[CH2:14][CH3:15])(=[O:12])=[O:11])[CH:5]=[CH:6][C:7]=1[OH:8]. The catalyst class is: 2.